The task is: Predict the product of the given reaction.. This data is from Forward reaction prediction with 1.9M reactions from USPTO patents (1976-2016). (1) The product is: [F:1][C:2]1[CH:3]=[N:4][C:5]2[CH:6]=[CH:7][C:8](=[O:17])[N:9]3[C@@H:14]([CH2:16][OH:15])[CH2:13][O:12][C:11]=1[C:10]=23. Given the reactants [F:1][C:2]1[C:11]([O:12][CH2:13][C@H:14]2[CH2:16][O:15]2)=[C:10]2[C:5]([CH:6]=[CH:7][C:8]([O:17]C)=[N:9]2)=[N:4][CH:3]=1.FC(F)(F)S([O-])(=O)=O.[Yb+3].FC(F)(F)S([O-])(=O)=O.FC(F)(F)S([O-])(=O)=O, predict the reaction product. (2) Given the reactants Cl[C:2]1[N:3]=[CH:4][C:5]2[CH:10]=[C:9]([C:11]([N:13]([CH3:15])[CH3:14])=[O:12])[N:8]([CH:16]3[CH2:22][CH2:21][CH2:20][CH2:19][CH2:18][CH2:17]3)[C:6]=2[N:7]=1.[NH2:23][C:24]1[N:29]=[CH:28][C:27]([N:30]2[C:35](=[O:36])[CH2:34][C@H:33]3[CH2:37][N:38](C(OC(C)(C)C)=O)[CH2:39][C@H:32]3[CH2:31]2)=[CH:26][CH:25]=1, predict the reaction product. The product is: [CH:16]1([N:8]2[C:6]3[N:7]=[C:2]([NH:23][C:24]4[CH:25]=[CH:26][C:27]([N:30]5[C:35](=[O:36])[CH2:34][C@H:33]6[CH2:37][NH:38][CH2:39][C@H:32]6[CH2:31]5)=[CH:28][N:29]=4)[N:3]=[CH:4][C:5]=3[CH:10]=[C:9]2[C:11]([N:13]([CH3:15])[CH3:14])=[O:12])[CH2:22][CH2:21][CH2:20][CH2:19][CH2:18][CH2:17]1. (3) The product is: [NH2:22][C@:13]([C:11]1[O:12][C:8]([C:7]2[CH:6]=[C:5]([N:30]([CH2:36][CH2:37][O:38][CH3:39])[CH2:31][C@@H:32]3[CH2:34][C@H:33]3[CH3:35])[N:4]=[C:3]([N:40]([CH2:41][C:42]3[CH:47]=[CH:46][CH:45]=[CH:44][N:43]=3)[S:48]([CH3:51])(=[O:50])=[O:49])[C:2]=2[Cl:1])=[N:9][N:10]=1)([CH3:21])[CH2:14][C:15]1[CH:16]=[CH:17][CH:18]=[CH:19][CH:20]=1. Given the reactants [Cl:1][C:2]1[C:3]([N:40]([S:48]([CH3:51])(=[O:50])=[O:49])[CH2:41][C:42]2[CH:47]=[CH:46][CH:45]=[CH:44][N:43]=2)=[N:4][C:5]([N:30]([CH2:36][CH2:37][O:38][CH3:39])[CH2:31][C@@H:32]2[CH2:34][C@H:33]2[CH3:35])=[CH:6][C:7]=1[C:8]1[O:12][C:11]([C@@:13]([NH:22]C(=O)OC(C)(C)C)([CH3:21])[CH2:14][C:15]2[CH:20]=[CH:19][CH:18]=[CH:17][CH:16]=2)=[N:10][N:9]=1.C(O)(C(F)(F)F)=O, predict the reaction product. (4) Given the reactants F[C:2]1[CH:9]=[CH:8][C:7]([C:10]([F:13])([F:12])[F:11])=[CH:6][C:3]=1[CH:4]=O.[C:14]([O:18][CH3:19])(=[O:17])[CH2:15][SH:16].C(=O)([O-])[O-].[K+].[K+].CN(C=O)C, predict the reaction product. The product is: [F:11][C:10]([F:13])([F:12])[C:7]1[CH:8]=[CH:9][C:2]2[S:16][C:15]([C:14]([O:18][CH3:19])=[O:17])=[CH:4][C:3]=2[CH:6]=1. (5) Given the reactants [CH3:1][C:2]1([O:12][C:13](=[O:20])[CH2:14][O:15][C:16](=[O:19])[CH2:17][OH:18])[CH:9]2[CH2:10][CH:5]3[CH2:6][CH:7]([CH2:11][CH:3]1[CH2:4]3)[CH2:8]2.O1CCCC1.C(N(CC)CC)C.[C:33](Cl)(=[O:37])[C:34]([CH3:36])=[CH2:35], predict the reaction product. The product is: [C:33]([O:18][CH2:17][C:16]([O:15][CH2:14][C:13]([O:12][C:2]1([CH3:1])[CH:9]2[CH2:8][CH:7]3[CH2:6][CH:5]([CH2:4][CH:3]1[CH2:11]3)[CH2:10]2)=[O:20])=[O:19])(=[O:37])[C:34]([CH3:36])=[CH2:35]. (6) The product is: [Br:1][C:2]1[CH:3]=[C:4]([C:9]([O:11][CH3:12])=[O:10])[CH:5]=[N:6][C:7]=1[I:17]. Given the reactants [Br:1][C:2]1[CH:3]=[C:4]([C:9]([O:11][CH3:12])=[O:10])[CH:5]=[N:6][C:7]=1Cl.C[Si]([I:17])(C)C.[I-].[Na+], predict the reaction product. (7) Given the reactants [NH2:1][C:2]1[CH:3]=[C:4]([CH:32]=[C:33]([CH3:36])[C:34]=1[NH2:35])[O:5][C:6]1[N:11]=[CH:10][N:9]=[C:8]([N:12]2[CH2:17][CH2:16][CH:15]([N:18]3[CH2:24][CH2:23][C:22]4[CH:25]=[C:26]([O:29][CH3:30])[CH:27]=[CH:28][C:21]=4[NH:20][C:19]3=[O:31])[CH2:14][CH2:13]2)[CH:7]=1.[CH:37]1([CH2:40][C:41](O)=O)[CH2:39][CH2:38]1.CN(C(ON1N=NC2C=CC=CC1=2)=[N+](C)C)C.[B-](F)(F)(F)F.C(O)(=O)C, predict the reaction product. The product is: [CH:37]1([CH2:40][C:41]2[NH:1][C:2]3[CH:3]=[C:4]([O:5][C:6]4[N:11]=[CH:10][N:9]=[C:8]([N:12]5[CH2:13][CH2:14][CH:15]([N:18]6[CH2:24][CH2:23][C:22]7[CH:25]=[C:26]([O:29][CH3:30])[CH:27]=[CH:28][C:21]=7[NH:20][C:19]6=[O:31])[CH2:16][CH2:17]5)[CH:7]=4)[CH:32]=[C:33]([CH3:36])[C:34]=3[N:35]=2)[CH2:39][CH2:38]1.